Dataset: Blood-brain barrier permeability classification from the B3DB database. Task: Regression/Classification. Given a drug SMILES string, predict its absorption, distribution, metabolism, or excretion properties. Task type varies by dataset: regression for continuous measurements (e.g., permeability, clearance, half-life) or binary classification for categorical outcomes (e.g., BBB penetration, CYP inhibition). Dataset: b3db_classification. (1) The molecule is COC(=O)C1C(c2ccc(I)cc2)CC2CCC1N2CCCF. The result is 1 (penetrates BBB). (2) The drug is CCCC(=O)OC1(C(=O)COC(C)=O)CCC2C3CC(F)C4=CC(=O)C=CC4(C)C3(F)C(O)CC21C. The result is 1 (penetrates BBB). (3) The molecule is Oc1ccc2c(Oc3ccc(OCCN4CCCCC4)cc3)c(-c3cccc(F)c3)ccc2c1. The result is 1 (penetrates BBB). (4) The drug is CN1CC[C@]23c4c5ccc(O)c4O[C@H]2C(=O)CC[C@@]3(O)[C@H]1C5. The result is 1 (penetrates BBB).